This data is from Full USPTO retrosynthesis dataset with 1.9M reactions from patents (1976-2016). The task is: Predict the reactants needed to synthesize the given product. (1) The reactants are: [Br:1][C:2]1[C:3]([F:12])=[C:4]2[C:10]([NH2:11])=[CH:9][NH:8][C:5]2=[N:6][CH:7]=1.[O:13]1[CH2:17][CH2:16][CH2:15][C@H:14]1[C:18](O)=[O:19].C(N(CC)CC)C.C1N(P(Cl)(N2C(=O)OCC2)=O)C(=O)OC1.[Li+].[OH-]. Given the product [Br:1][C:2]1[C:3]([F:12])=[C:4]2[C:10]([NH:11][C:18]([C@@H:14]3[CH2:15][CH2:16][CH2:17][O:13]3)=[O:19])=[CH:9][NH:8][C:5]2=[N:6][CH:7]=1, predict the reactants needed to synthesize it. (2) Given the product [CH:16]1([S:19][C:20]2[CH:25]=[CH:24][C:23]([N+:26]([O-:28])=[O:27])=[CH:22][C:21]=2[CH2:29][N:30]([CH3:31])[C:9](=[O:10])[O:11][C:12]([CH3:13])([CH3:14])[CH3:15])[CH2:18][CH2:17]1, predict the reactants needed to synthesize it. The reactants are: O([C:9]([O:11][C:12]([CH3:15])([CH3:14])[CH3:13])=[O:10])[C:9]([O:11][C:12]([CH3:15])([CH3:14])[CH3:13])=[O:10].[CH:16]1([S:19][C:20]2[CH:25]=[CH:24][C:23]([N+:26]([O-:28])=[O:27])=[CH:22][C:21]=2[CH2:29][NH:30][CH3:31])[CH2:18][CH2:17]1.